This data is from Catalyst prediction with 721,799 reactions and 888 catalyst types from USPTO. The task is: Predict which catalyst facilitates the given reaction. Reactant: Cl[C:2]([O:4][CH2:5][C:6]1[CH:11]=[CH:10][CH:9]=[CH:8][CH:7]=1)=[O:3].[Br:12][C:13]1[NH:17][C:16]2[CH:18]=[CH:19][CH:20]=[CH:21][C:15]=2[N:14]=1.N1C=CC=CC=1.O. Product: [Br:12][C:13]1[N:17]([C:2]([O:4][CH2:5][C:6]2[CH:11]=[CH:10][CH:9]=[CH:8][CH:7]=2)=[O:3])[C:16]2[CH:18]=[CH:19][CH:20]=[CH:21][C:15]=2[N:14]=1. The catalyst class is: 4.